The task is: Predict the reactants needed to synthesize the given product.. This data is from Retrosynthesis with 50K atom-mapped reactions and 10 reaction types from USPTO. (1) Given the product Clc1ncnc2c1ccn2[C@@H]1O[C@H](COCc2ccccc2)[C@@H](OCc2ccccc2)[C@@H]1OCc1ccccc1, predict the reactants needed to synthesize it. The reactants are: Cl[C@H]1O[C@H](COCc2ccccc2)[C@@H](OCc2ccccc2)[C@@H]1OCc1ccccc1.Clc1ncnc2[nH]ccc12. (2) Given the product Nc1nc2c(s1)CCN(CC=Cc1cccnc1)CC2, predict the reactants needed to synthesize it. The reactants are: Nc1nc2c(s1)CCNCC2.O=CC=Cc1cccnc1. (3) Given the product CON(C)C(=O)c1ccc(N)c(NS(=O)(=O)C(C)C)c1, predict the reactants needed to synthesize it. The reactants are: CC(C)S(=O)(=O)Cl.CON(C)C(=O)c1ccc(N)c(N)c1. (4) Given the product CCOC(=O)COc1cccc2c1CCCC(O)(COC(=O)N(c1ccccc1)c1ccccc1)C2O, predict the reactants needed to synthesize it. The reactants are: CCOC(=O)CBr.O=C(OCC1(O)CCCc2c(O)cccc2C1O)N(c1ccccc1)c1ccccc1. (5) Given the product O=C(C1CC1)N1CC[C@@H](Cn2c(-c3ccc(-c4ccc5cc[nH]c5c4)cc3Cl)n[nH]c2=O)C1, predict the reactants needed to synthesize it. The reactants are: O=C(C1CC1)N1CC[C@@H](Cn2c(-c3ccc(Br)cc3Cl)n[nH]c2=O)C1.OB(O)c1ccc2cc[nH]c2c1. (6) Given the product CN1CCN(CC#Cc2cc3nccc(Oc4ccc(NC(=O)C5(C)CCN(c6ccc(F)cc6)C5=O)cc4F)c3s2)CC1, predict the reactants needed to synthesize it. The reactants are: CC1(C(=O)O)CCN(c2ccc(F)cc2)C1=O.CN1CCN(CC#Cc2cc3nccc(Oc4ccc(N)cc4F)c3s2)CC1. (7) Given the product CCC1CCSc2c(C)cc(C(C)=O)c(C)c21, predict the reactants needed to synthesize it. The reactants are: CC(=O)Cl.CCC1CCSc2c(C)ccc(C)c21.